This data is from Forward reaction prediction with 1.9M reactions from USPTO patents (1976-2016). The task is: Predict the product of the given reaction. (1) Given the reactants Cl[C:2]1[N:6](COCC[Si](C)(C)C)[C:5]2[CH:15]=[CH:16][CH:17]=[CH:18][C:4]=2[N:3]=1.[CH:19]1([CH2:22][N:23]([CH2:33][CH2:34][CH3:35])[CH2:24][CH2:25][C:26]2[CH:31]=[CH:30][C:29]([OH:32])=[CH:28][CH:27]=2)[CH2:21][CH2:20]1.C([O-])([O-])=O.[Cs+].[Cs+], predict the reaction product. The product is: [NH:6]1[C:5]2[CH:15]=[CH:16][CH:17]=[CH:18][C:4]=2[N:3]=[C:2]1[O:32][C:29]1[CH:30]=[CH:31][C:26]([CH2:25][CH2:24][N:23]([CH2:22][CH:19]2[CH2:21][CH2:20]2)[CH2:33][CH2:34][CH3:35])=[CH:27][CH:28]=1. (2) The product is: [CH:41]1([C:50]2[CH:51]=[C:52]([CH:62]=[O:63])[CH:53]=[C:54]3[C:59]=2[O:58][CH2:57][CH2:56][C:55]3([CH3:60])[CH3:61])[CH2:43][CH2:42]1. Given the reactants CC(C1C=C(C(C)C)C(C2C=CC=CC=2P(C2CCCCC2)C2CCCCC2)=C(C(C)C)C=1)C.C(=O)([O-])[O-].[K+].[K+].[CH:41]1([B-](F)(F)F)[CH2:43][CH2:42]1.[K+].Cl[C:50]1[CH:51]=[C:52]([CH:62]=[O:63])[CH:53]=[C:54]2[C:59]=1[O:58][CH2:57][CH2:56][C:55]2([CH3:61])[CH3:60], predict the reaction product. (3) Given the reactants CCN(C(C)C)C(C)C.[O:10]1[CH2:12][CH:11]1[CH2:13][O:14][C:15]1[CH:16]=[C:17]([CH2:21][OH:22])[CH:18]=[CH:19][CH:20]=1.Cl.[CH3:24][C:25]1[N:26]=[C:27]([N:34]2[CH2:39][CH2:38][CH:37]([NH2:40])[CH2:36][CH2:35]2)[C:28]2[CH:33]=[CH:32][S:31][C:29]=2[N:30]=1, predict the reaction product. The product is: [OH:22][CH2:21][C:17]1[CH:16]=[C:15]([CH:20]=[CH:19][CH:18]=1)[O:14][CH2:13][CH:11]([OH:10])[CH2:12][NH:40][CH:37]1[CH2:36][CH2:35][N:34]([C:27]2[C:28]3[CH:33]=[CH:32][S:31][C:29]=3[N:30]=[C:25]([CH3:24])[N:26]=2)[CH2:39][CH2:38]1. (4) Given the reactants [C:1](=O)([O-])[O-:2].[K+].[K+].[NH2:7][C:8]1[C:16]2[C:15]([C:17]3[CH:22]=[CH:21][CH:20]=[C:19]([CH3:23])[N:18]=3)=[N:14][C:13](S(C)=O)=[N:12][C:11]=2[S:10][C:9]=1[C:27]([NH2:29])=[O:28], predict the reaction product. The product is: [NH2:7][C:8]1[C:16]2[C:15]([C:17]3[CH:22]=[CH:21][CH:20]=[C:19]([CH3:23])[N:18]=3)=[N:14][C:13]([O:2][CH3:1])=[N:12][C:11]=2[S:10][C:9]=1[C:27]([NH2:29])=[O:28]. (5) The product is: [CH2:9]([N:8]([CH2:13][CH2:14][CH2:15][CH3:16])[CH2:6][CH2:5][C:4]([CH3:18])([NH2:1])[CH3:17])[CH2:10][CH2:11][CH3:12]. Given the reactants [N:1]([C:4]([CH3:18])([CH3:17])[CH2:5][C:6]([N:8]([CH2:13][CH2:14][CH2:15][CH3:16])[CH2:9][CH2:10][CH2:11][CH3:12])=O)=[N+]=[N-].[H-].[H-].[H-].[H-].[Li+].[Al+3], predict the reaction product. (6) Given the reactants C([O:8][C:9]1[CH:14]=[CH:13][C:12]([CH:15]([OH:32])[CH2:16][N:17](CC2C=CC=CC=2)CC2C=CC=CC=2)=[CH:11][C:10]=1[NH:33][S:34]([CH3:37])(=[O:36])=[O:35])C1C=CC=CC=1.C([O-])=O.[NH4+], predict the reaction product. The product is: [NH2:17][CH2:16][CH:15]([C:12]1[CH:13]=[CH:14][C:9]([OH:8])=[C:10]([NH:33][S:34]([CH3:37])(=[O:36])=[O:35])[CH:11]=1)[OH:32]. (7) Given the reactants [Cl:1][C:2]1[CH:3]=[N:4][CH:5]=[C:6]([Cl:9])[C:7]=1[CH3:8].[H-].[Na+].Cl[C:13]1[C:22]2[C:17](=[C:18]([O:27][CH:28]3[CH2:32][CH2:31]CO3)[C:19]([O:23][CH:24]([F:26])[F:25])=[CH:20][CH:21]=2)[CH:16]=[N:15][N:14]=1.CN([CH:36]=[O:37])C, predict the reaction product. The product is: [Cl:1][C:2]1[CH:3]=[N:4][CH:5]=[C:6]([Cl:9])[C:7]=1[CH2:8][C:13]1[C:22]2[C:17](=[C:18]([O:27][CH:28]3[CH2:32][CH2:31][O:37][CH2:36]3)[C:19]([O:23][CH:24]([F:25])[F:26])=[CH:20][CH:21]=2)[CH:16]=[N:15][N:14]=1. (8) Given the reactants Cl.[F:2][C:3]1[CH:8]=[CH:7][C:6]([NH:9][C:10](=[O:13])[NH:11][NH2:12])=[CH:5][CH:4]=1.[O:14]=[C:15]1[C:23](=O)[C:22]2[C:17](=[CH:18][CH:19]=[C:20]([S:25][CH2:26][CH2:27][CH2:28][C:29]3[CH:37]=[CH:36][C:32]([C:33]([OH:35])=[O:34])=[CH:31][CH:30]=3)[CH:21]=2)[N:16]1[CH2:38][CH2:39][CH3:40], predict the reaction product. The product is: [F:2][C:3]1[CH:4]=[CH:5][C:6]([NH:9][C:10]([NH:11][N:12]=[C:23]2[C:22]3[C:17](=[CH:18][CH:19]=[C:20]([S:25][CH2:26][CH2:27][CH2:28][C:29]4[CH:30]=[CH:31][C:32]([C:33]([OH:35])=[O:34])=[CH:36][CH:37]=4)[CH:21]=3)[N:16]([CH2:38][CH2:39][CH3:40])[C:15]2=[O:14])=[O:13])=[CH:7][CH:8]=1. (9) Given the reactants [Cl:1][C:2]1[CH:3]=[C:4]([C:8]2[N:9]=[C:10]([N:16]3[C:20]4[CH:21]=[C:22]([O:27][CH3:28])[C:23]([O:25][CH3:26])=[CH:24][C:19]=4[N:18]=[CH:17]3)[S:11][C:12]=2[C:13]([OH:15])=O)[CH:5]=[CH:6][CH:7]=1.[S:29]1[CH:33]=[CH:32][CH:31]=[C:30]1[C:34]([NH:36][NH2:37])=[O:35].CN(C(ON1N=NC2C=CC=NC1=2)=[N+](C)C)C.F[P-](F)(F)(F)(F)F.C(N(C(C)C)CC)(C)C, predict the reaction product. The product is: [Cl:1][C:2]1[CH:3]=[C:4]([C:8]2[N:9]=[C:10]([N:16]3[C:20]4[CH:21]=[C:22]([O:27][CH3:28])[C:23]([O:25][CH3:26])=[CH:24][C:19]=4[N:18]=[CH:17]3)[S:11][C:12]=2[C:13]([NH:37][NH:36][C:34]([C:30]2[S:29][CH:33]=[CH:32][CH:31]=2)=[O:35])=[O:15])[CH:5]=[CH:6][CH:7]=1.